Dataset: Peptide-MHC class II binding affinity with 134,281 pairs from IEDB. Task: Regression. Given a peptide amino acid sequence and an MHC pseudo amino acid sequence, predict their binding affinity value. This is MHC class II binding data. (1) The peptide sequence is ESWGAVWRIDTPDKL. The MHC is DRB1_0101 with pseudo-sequence DRB1_0101. The binding affinity (normalized) is 0.141. (2) The peptide sequence is AFKPAATAANAAPAN. The MHC is DRB1_0401 with pseudo-sequence DRB1_0401. The binding affinity (normalized) is 0.577. (3) The peptide sequence is EEYVEIRQVGDFH. The MHC is DRB1_0101 with pseudo-sequence DRB1_0101. The binding affinity (normalized) is 0. (4) The peptide sequence is SGKAFGAMAKKGQED. The MHC is HLA-DPA10201-DPB10101 with pseudo-sequence HLA-DPA10201-DPB10101. The binding affinity (normalized) is 0.170. (5) The peptide sequence is LMAFTAAVTS. The MHC is DRB1_1101 with pseudo-sequence DRB1_1101. The binding affinity (normalized) is 0. (6) The peptide sequence is SLRLSCAASGFTFSS. The MHC is DRB1_1302 with pseudo-sequence DRB1_1302. The binding affinity (normalized) is 0.505. (7) The peptide sequence is GELQIVDKIDAAEKI. The MHC is DRB1_0404 with pseudo-sequence DRB1_0404. The binding affinity (normalized) is 0.607.